Dataset: Reaction yield outcomes from USPTO patents with 853,638 reactions. Task: Predict the reaction yield, written as a fraction of the theoretical maximum amount of product (1.0 means a 100% yield; for example, 0.34 means a 34% yield). The reactants are [F:1][C:2]([F:18])([F:17])[C:3]1[CH:4]=[CH:5][C:6]([NH:9][C:10]2[CH:15]=[CH:14][C:13]([OH:16])=[CH:12][CH:11]=2)=[N:7][CH:8]=1.[CH3:19][N:20]([C:24]1[CH:29]=[CH:28][CH:27]=[CH:26][CH:25]=1)[C:21](Cl)=[O:22]. No catalyst specified. The product is [F:18][C:2]([F:1])([F:17])[C:3]1[CH:4]=[CH:5][C:6]([NH:9][C:10]2[CH:11]=[CH:12][C:13]([O:16][C:21](=[O:22])[N:20]([CH3:19])[C:24]3[CH:29]=[CH:28][CH:27]=[CH:26][CH:25]=3)=[CH:14][CH:15]=2)=[N:7][CH:8]=1. The yield is 0.320.